Task: Predict the product of the given reaction.. Dataset: Forward reaction prediction with 1.9M reactions from USPTO patents (1976-2016) (1) Given the reactants [CH3:1][S:2]([N:5]1[CH2:10][CH2:9][C:8](=O)[CH2:7][CH2:6]1)(=[O:4])=[O:3].[Cl:12][C:13]1[N:18]=[C:17]([N:19]2[CH2:24][CH2:23][O:22][CH2:21][CH2:20]2)[C:16]2[S:25][C:26]([CH2:28][NH:29][CH3:30])=[CH:27][C:15]=2[N:14]=1.C(O)(=O)C.C(O[BH-](OC(=O)C)OC(=O)C)(=O)C.[Na+], predict the reaction product. The product is: [Cl:12][C:13]1[N:18]=[C:17]([N:19]2[CH2:24][CH2:23][O:22][CH2:21][CH2:20]2)[C:16]2[S:25][C:26]([CH2:28][N:29]([CH:8]3[CH2:9][CH2:10][N:5]([S:2]([CH3:1])(=[O:4])=[O:3])[CH2:6][CH2:7]3)[CH3:30])=[CH:27][C:15]=2[N:14]=1. (2) Given the reactants [CH3:1][C:2]1[O:3][C:4]2[C:9]([C:10](=[O:12])[CH:11]=1)=[CH:8][CH:7]=[CH:6][C:5]=2[CH:13]=[C:14]([C:18](=[O:20])[CH3:19])[C:15](=O)[CH3:16].[CH2:21]([O:23][C:24]1[N:29]=[C:28]([NH2:30])[N:27]=[C:26]([NH2:31])[CH:25]=1)[CH3:22], predict the reaction product. The product is: [C:18]([C:14]1[CH:13]([C:5]2[CH:6]=[CH:7][CH:8]=[C:9]3[C:4]=2[O:3][C:2]([CH3:1])=[CH:11][C:10]3=[O:12])[C:25]2[C:24]([O:23][CH2:21][CH3:22])=[N:29][C:28]([NH2:30])=[N:27][C:26]=2[NH:31][C:15]=1[CH3:16])(=[O:20])[CH3:19]. (3) Given the reactants [CH2:1]([S:8][C:9]1[N:13]([CH2:14][C:15]([O:17]C(C)(C)C)=[O:16])[C:12]2[CH:22]=[CH:23][C:24]([N+:26]([O-:28])=[O:27])=[CH:25][C:11]=2[N:10]=1)[C:2]1[CH:7]=[CH:6][CH:5]=[CH:4][CH:3]=1, predict the reaction product. The product is: [CH2:1]([S:8][C:9]1[N:13]([CH2:14][C:15]([OH:17])=[O:16])[C:12]2[CH:22]=[CH:23][C:24]([N+:26]([O-:28])=[O:27])=[CH:25][C:11]=2[N:10]=1)[C:2]1[CH:7]=[CH:6][CH:5]=[CH:4][CH:3]=1. (4) Given the reactants C(OC(NC(C(C)(C)C)C(O)=O)=O)(C)(C)C.[CH:17]1([CH2:23][NH2:24])[CH2:22][CH2:21][CH2:20][CH2:19][CH2:18]1.C(OC(=O)NC(C(=O)NC1[C:47]2[C:42](=[CH:43][CH:44]=[CH:45][CH:46]=2)CC1O)C(C)(C)C)(C)(C)C.ClNC(=O)[O-].C([O:58][C:59]([C:61]1([NH:66][C:67]([CH:69]2[CH2:73][CH:72]([O:74][C:75]3[C:84]4[C:79](=[CH:80][C:81]([O:85][CH3:86])=[CH:82][CH:83]=4)[N:78]=[C:77]([C:87]4[CH:92]=[CH:91][CH:90]=[CH:89][CH:88]=4)[CH:76]=3)[CH2:71][N:70]2[C:93](=[O:113])[NH:94][CH:95]([C:100](=[O:112])NC2C3C(=CC=CC=3)CC2O)[C:96](C)(C)C)=[O:68])[CH2:63][CH:62]1[CH:64]=[CH2:65])=[O:60])C, predict the reaction product. The product is: [CH:42]1([CH2:96][C@H:95]([NH:94][C:93]([N:70]2[CH2:71][C@H:72]([O:74][C:75]3[C:84]4[C:79](=[CH:80][C:81]([O:85][CH3:86])=[CH:82][CH:83]=4)[N:78]=[C:77]([C:87]4[CH:92]=[CH:91][CH:90]=[CH:89][CH:88]=4)[CH:76]=3)[CH2:73][C@H:69]2[C:67]([NH:66][C@:61]2([C:59]([OH:58])=[O:60])[CH2:63][C@H:62]2[CH:64]=[CH2:65])=[O:68])=[O:113])[C:100](=[O:112])[NH:24][CH2:23][CH:17]2[CH2:22][CH2:21][CH2:20][CH2:19][CH2:18]2)[CH2:47][CH2:46][CH2:45][CH2:44][CH2:43]1.